Predict the reactants needed to synthesize the given product. From a dataset of Full USPTO retrosynthesis dataset with 1.9M reactions from patents (1976-2016). (1) Given the product [CH:10]1[C:11]2[CH:12]([CH2:14][O:15][C:16]([N:18]3[CH2:19][CH2:20][C:21]([C:42]4[CH:43]=[CH:44][C:39]([OH:45])=[CH:40][CH:41]=4)([C:24]4[CH:25]=[CH:26][CH:27]=[CH:28][CH:29]=4)[CH2:22][CH2:23]3)=[O:17])[C:13]3[C:5](=[CH:4][CH:3]=[CH:2][CH:1]=3)[C:6]=2[CH:7]=[CH:8][CH:9]=1, predict the reactants needed to synthesize it. The reactants are: [CH:1]1[C:13]2[CH:12]([CH2:14][O:15][C:16]([N:18]3[CH2:23][CH:22]=[C:21]([C:24]4[CH:29]=[CH:28][CH:27]=[CH:26][CH:25]=4)[CH2:20][CH2:19]3)=[O:17])[C:11]3[C:6](=[CH:7][CH:8]=[CH:9][CH:10]=3)[C:5]=2[CH:4]=[CH:3][CH:2]=1.B(F)(F)F.OP(O)(O)=O.[C:39]1([OH:45])[CH:44]=[CH:43][CH:42]=[CH:41][CH:40]=1. (2) Given the product [CH2:3]([NH:10][C:11](=[O:29])[C:12]1[CH:17]=[C:16]([C:31]2[C:40]3[C:35](=[CH:36][CH:37]=[CH:38][CH:39]=3)[C:34](=[O:41])[N:33]([CH3:42])[CH:32]=2)[CH:15]=[CH:14][C:13]=1[O:27][CH3:28])[C:4]1[CH:5]=[CH:6][CH:7]=[CH:8][CH:9]=1, predict the reactants needed to synthesize it. The reactants are: N#N.[CH2:3]([NH:10][C:11](=[O:29])[C:12]1[CH:17]=[C:16](B2OC(C)(C)C(C)(C)O2)[CH:15]=[CH:14][C:13]=1[O:27][CH3:28])[C:4]1[CH:9]=[CH:8][CH:7]=[CH:6][CH:5]=1.Br[C:31]1[C:40]2[C:35](=[CH:36][CH:37]=[CH:38][CH:39]=2)[C:34](=[O:41])[N:33]([CH3:42])[CH:32]=1.[O-]P([O-])([O-])=O.[K+].[K+].[K+]. (3) Given the product [CH:25]1([CH2:24][N:6]2[CH2:7][C@@H:8]([NH:10][C:11]([C:13]3[CH:22]=[CH:21][C:20]4[C:15](=[CH:16][CH:17]=[CH:18][CH:19]=4)[C:14]=3[OH:23])=[O:12])[CH2:9][C@H:5]2[C:3]([NH2:32])=[O:2])[CH2:30][CH2:29][CH2:28][CH2:27][CH2:26]1, predict the reactants needed to synthesize it. The reactants are: C[O:2][C:3]([C@@H:5]1[CH2:9][C@H:8]([NH:10][C:11]([C:13]2[CH:22]=[CH:21][C:20]3[C:15](=[CH:16][CH:17]=[CH:18][CH:19]=3)[C:14]=2[OH:23])=[O:12])[CH2:7][N:6]1[CH2:24][CH:25]1[CH2:30][CH2:29][CH2:28][CH2:27][CH2:26]1)=O.[OH-].[NH4+:32].